Dataset: NCI-60 drug combinations with 297,098 pairs across 59 cell lines. Task: Regression. Given two drug SMILES strings and cell line genomic features, predict the synergy score measuring deviation from expected non-interaction effect. (1) Drug 1: CN1C(=O)N2C=NC(=C2N=N1)C(=O)N. Drug 2: CN1C2=C(C=C(C=C2)N(CCCl)CCCl)N=C1CCCC(=O)O.Cl. Cell line: T-47D. Synergy scores: CSS=-5.63, Synergy_ZIP=3.38, Synergy_Bliss=0.116, Synergy_Loewe=-3.17, Synergy_HSA=-4.00. (2) Drug 1: C1=NC2=C(N=C(N=C2N1C3C(C(C(O3)CO)O)O)F)N. Drug 2: N.N.Cl[Pt+2]Cl. Cell line: SW-620. Synergy scores: CSS=37.9, Synergy_ZIP=-4.55, Synergy_Bliss=-2.83, Synergy_Loewe=1.09, Synergy_HSA=2.40. (3) Drug 1: C1=NC(=NC(=O)N1C2C(C(C(O2)CO)O)O)N. Drug 2: CN1C2=C(C=C(C=C2)N(CCCl)CCCl)N=C1CCCC(=O)O.Cl. Cell line: MOLT-4. Synergy scores: CSS=21.4, Synergy_ZIP=1.54, Synergy_Bliss=6.19, Synergy_Loewe=-3.85, Synergy_HSA=6.13. (4) Drug 1: CC1=C(C=C(C=C1)NC2=NC=CC(=N2)N(C)C3=CC4=NN(C(=C4C=C3)C)C)S(=O)(=O)N.Cl. Drug 2: CN1C2=C(C=C(C=C2)N(CCCl)CCCl)N=C1CCCC(=O)O.Cl. Cell line: OVCAR-5. Synergy scores: CSS=-4.89, Synergy_ZIP=1.00, Synergy_Bliss=-1.34, Synergy_Loewe=-3.36, Synergy_HSA=-3.98. (5) Drug 1: CC(C1=C(C=CC(=C1Cl)F)Cl)OC2=C(N=CC(=C2)C3=CN(N=C3)C4CCNCC4)N. Drug 2: C1CCN(CC1)CCOC2=CC=C(C=C2)C(=O)C3=C(SC4=C3C=CC(=C4)O)C5=CC=C(C=C5)O. Cell line: M14. Synergy scores: CSS=3.41, Synergy_ZIP=4.57, Synergy_Bliss=11.6, Synergy_Loewe=7.37, Synergy_HSA=7.81. (6) Drug 1: CC(CN1CC(=O)NC(=O)C1)N2CC(=O)NC(=O)C2. Drug 2: CN(C)N=NC1=C(NC=N1)C(=O)N. Cell line: MOLT-4. Synergy scores: CSS=60.8, Synergy_ZIP=-1.83, Synergy_Bliss=-1.76, Synergy_Loewe=-6.15, Synergy_HSA=0.993.